From a dataset of Peptide-MHC class II binding affinity with 134,281 pairs from IEDB. Regression. Given a peptide amino acid sequence and an MHC pseudo amino acid sequence, predict their binding affinity value. This is MHC class II binding data. (1) The peptide sequence is IVVGRGEQQINHHWHK. The MHC is DRB5_0101 with pseudo-sequence DRB5_0101. The binding affinity (normalized) is 0. (2) The peptide sequence is KAFAEGLSGEPKGGA. The MHC is HLA-DPA10201-DPB10501 with pseudo-sequence HLA-DPA10201-DPB10501. The binding affinity (normalized) is 0.225.